From a dataset of Forward reaction prediction with 1.9M reactions from USPTO patents (1976-2016). Predict the product of the given reaction. (1) Given the reactants [Cl:1][C:2]1[CH:3]=[C:4]2[C:10]3([CH2:15][CH2:14][N:13](C(OC(C)(C)C)=O)[CH2:12][CH2:11]3)[CH2:9][N:8]([C:23]([C:25]3[CH:30]=[CH:29][N:28]=[C:27]([Cl:31])[CH:26]=3)=[O:24])[C:5]2=[CH:6][CH:7]=1, predict the reaction product. The product is: [Cl:31][C:27]1[CH:26]=[C:25]([C:23]([N:8]2[C:5]3[C:4](=[CH:3][C:2]([Cl:1])=[CH:7][CH:6]=3)[C:10]3([CH2:11][CH2:12][NH:13][CH2:14][CH2:15]3)[CH2:9]2)=[O:24])[CH:30]=[CH:29][N:28]=1. (2) Given the reactants Br[C:2]1[CH:3]=[N:4][C:5]2[N:6]([N:8]=[C:9]([C:11]([CH3:14])([CH3:13])[CH3:12])[CH:10]=2)[CH:7]=1.[C:15]([C:17]1[CH:18]=[C:19]([CH:21]=[CH:22][CH:23]=1)[NH2:20])#[CH:16], predict the reaction product. The product is: [C:11]([C:9]1[CH:10]=[C:5]2[N:4]=[CH:3][C:2]([C:16]#[C:15][C:17]3[CH:18]=[C:19]([NH2:20])[CH:21]=[CH:22][CH:23]=3)=[CH:7][N:6]2[N:8]=1)([CH3:14])([CH3:13])[CH3:12]. (3) Given the reactants Cl[C:2]1[C:3]([CH3:9])=[N:4][CH:5]=[C:6]([CH3:8])[N:7]=1.O.[NH2:11][NH2:12], predict the reaction product. The product is: [NH:11]([C:2]1[C:3]([CH3:9])=[N:4][CH:5]=[C:6]([CH3:8])[N:7]=1)[NH2:12]. (4) Given the reactants CC(C)([O-])C.[K+].Cl.[F:8][C:9]1[CH:10]=[C:11]2[C:16](=[CH:17][CH:18]=1)[CH2:15][NH:14][CH2:13][CH2:12]2.Br[C:20]1[CH:25]=[C:24]([CH3:26])[C:23]([NH:27][C:28](=[O:34])[CH2:29][C:30]([CH3:33])([CH3:32])[CH3:31])=[C:22]([Cl:35])[CH:21]=1, predict the reaction product. The product is: [Cl:35][C:22]1[CH:21]=[C:20]([N:14]2[CH2:13][CH2:12][C:11]3[C:16](=[CH:17][CH:18]=[C:9]([F:8])[CH:10]=3)[CH2:15]2)[CH:25]=[C:24]([CH3:26])[C:23]=1[NH:27][C:28](=[O:34])[CH2:29][C:30]([CH3:32])([CH3:31])[CH3:33].